This data is from Peptide-MHC class I binding affinity with 185,985 pairs from IEDB/IMGT. The task is: Regression. Given a peptide amino acid sequence and an MHC pseudo amino acid sequence, predict their binding affinity value. This is MHC class I binding data. (1) The peptide sequence is HMNKLPLAK. The MHC is HLA-A02:03 with pseudo-sequence HLA-A02:03. The binding affinity (normalized) is 0.0847. (2) The peptide sequence is ISNYICVAW. The MHC is HLA-B15:17 with pseudo-sequence HLA-B15:17. The binding affinity (normalized) is 0.808. (3) The peptide sequence is ITMYVAFEQ. The MHC is HLA-B46:01 with pseudo-sequence HLA-B46:01. The binding affinity (normalized) is 0.0847. (4) The peptide sequence is YLGSWATGK. The MHC is HLA-A01:01 with pseudo-sequence HLA-A01:01. The binding affinity (normalized) is 0.0847. (5) The peptide sequence is RISGVDRYY. The MHC is HLA-C06:02 with pseudo-sequence HLA-C06:02. The binding affinity (normalized) is 0.170. (6) The peptide sequence is TQIPRQMVL. The MHC is HLA-B18:01 with pseudo-sequence HLA-B18:01. The binding affinity (normalized) is 0.0847. (7) The peptide sequence is MPVGGQSSF. The MHC is HLA-B08:02 with pseudo-sequence HLA-B08:02. The binding affinity (normalized) is 0.0847. (8) The peptide sequence is HTASGEHSL. The MHC is HLA-A26:01 with pseudo-sequence HLA-A26:01. The binding affinity (normalized) is 0.102. (9) The peptide sequence is SLAALFYSL. The MHC is BoLA-T2C with pseudo-sequence BoLA-T2C. The binding affinity (normalized) is 0.834. (10) The peptide sequence is TLIQYRQQL. The MHC is HLA-A68:02 with pseudo-sequence HLA-A68:02. The binding affinity (normalized) is 0.391.